From a dataset of Reaction yield outcomes from USPTO patents with 853,638 reactions. Predict the reaction yield, written as a fraction of the theoretical maximum amount of product (1.0 means a 100% yield; for example, 0.34 means a 34% yield). (1) The reactants are [CH3:1][O:2][CH2:3][C@H:4]([CH3:38])[O:5][C:6]1[CH:7]=[C:8]2[C:12](=[C:13]([N:15]([CH3:25])[S:16]([C:19]3[CH:24]=[CH:23][CH:22]=[CH:21][N:20]=3)(=[O:18])=[O:17])[CH:14]=1)[NH:11][C:10]([C:26]1[S:27][CH:28]([CH2:31][N:32]3[CH2:37][CH2:36][S:35][CH2:34][CH2:33]3)[CH2:29][N:30]=1)=[CH:9]2.ClC1C=CC=C(C(OO)=[O:47])C=1.S([O-])([O-])(=O)=S.[Na+].[Na+]. The catalyst is ClCCl.C(OCC)(=O)C. The product is [CH3:1][O:2][CH2:3][C@H:4]([CH3:38])[O:5][C:6]1[CH:7]=[C:8]2[C:12](=[C:13]([N:15]([CH3:25])[S:16]([C:19]3[CH:24]=[CH:23][CH:22]=[CH:21][N:20]=3)(=[O:18])=[O:17])[CH:14]=1)[NH:11][C:10]([C:26]1[S:27][CH:28]([CH2:31][N:32]3[CH2:37][CH2:36][S:35](=[O:47])[CH2:34][CH2:33]3)[CH2:29][N:30]=1)=[CH:9]2. The yield is 0.460. (2) The reactants are [NH2:1][C@@H:2]([CH2:8][C:9]1[CH:14]=[CH:13][CH:12]=[CH:11][CH:10]=1)[C@H:3]([OH:7])[C:4]([OH:6])=[O:5].CCN(CC)CC.Cl[C:23]([C:25]1[C:26]([CH3:35])=[C:27]([O:31][C:32](=[O:34])[CH3:33])[CH:28]=[CH:29][CH:30]=1)=[O:24].Cl.[Na+].[Cl-]. The catalyst is C1COCC1.O. The product is [C:32]([O:31][C:27]1[C:26]([CH3:35])=[C:25]([CH:30]=[CH:29][CH:28]=1)[C:23]([NH:1][C@@H:2]([CH2:8][C:9]1[CH:14]=[CH:13][CH:12]=[CH:11][CH:10]=1)[C@H:3]([OH:7])[C:4]([OH:6])=[O:5])=[O:24])(=[O:34])[CH3:33]. The yield is 0.920. (3) The reactants are [F:1][C:2]([F:16])([F:15])[CH2:3][O:4][C:5]1[C:14]2[C:9](=[CH:10][CH:11]=[CH:12][CH:13]=2)[CH:8]=[CH:7][CH:6]=1.[CH2:17]1[S:21](=O)[CH2:20][CH2:19][CH2:18]1.C(OC(C)C)(C)C.[C:30]12([C:40]([O:42][CH:43]([C:51]([F:54])([F:53])[F:52])[C:44]([F:50])([F:49])[S:45]([O-:48])(=[O:47])=[O:46])=[O:41])[CH2:39][CH:34]3[CH2:35][CH:36]([CH2:38][CH:32]([CH2:33]3)[CH2:31]1)[CH2:37]2.C([N+](C)(C)C)C1C=CC=CC=1. The catalyst is CS(O)(=O)=O.O=P12OP3(OP(OP(O3)(O1)=O)(=O)O2)=O.O. The product is [C:30]12([C:40]([O:42][CH:43]([C:51]([F:54])([F:52])[F:53])[C:44]([F:49])([F:50])[S:45]([O-:48])(=[O:46])=[O:47])=[O:41])[CH2:31][CH:32]3[CH2:38][CH:36]([CH2:35][CH:34]([CH2:33]3)[CH2:39]1)[CH2:37]2.[F:1][C:2]([F:15])([F:16])[CH2:3][O:4][C:5]1[C:14]2[C:9](=[CH:10][CH:11]=[CH:12][CH:13]=2)[C:8]([S+:21]2[CH2:17][CH2:18][CH2:19][CH2:20]2)=[CH:7][CH:6]=1. The yield is 0.780. (4) The reactants are O=C1C2C(=CC=CC=2)C(=O)[N:3]1[CH:12]1[CH2:21][CH2:20][C:19]2[CH:18]=[C:17]([S:22][C:23](=[O:27])[N:24]([CH3:26])[CH3:25])[CH:16]=[CH:15][C:14]=2[CH2:13]1.NN. The catalyst is CCO. The product is [NH2:3][CH:12]1[CH2:21][CH2:20][C:19]2[CH:18]=[C:17]([S:22][C:23](=[O:27])[N:24]([CH3:25])[CH3:26])[CH:16]=[CH:15][C:14]=2[CH2:13]1. The yield is 1.00. (5) The reactants are C[O:2][C:3]([C:5]1([CH2:20][CH2:21][CH3:22])[CH2:11][CH2:10][CH:9]2[N:12]([C:13]([O:15][C:16]([CH3:19])([CH3:18])[CH3:17])=[O:14])[CH:6]1[CH2:7][CH2:8]2)=O.[H-].[Al+3].[Li+].[H-].[H-].[H-].C(C(C(C([O-])=O)O)O)([O-])=O.[Na+].[K+]. The catalyst is O1CCCC1. The product is [C:16]([O:15][C:13]([N:12]1[CH:9]2[CH2:8][CH2:7][CH:6]1[C:5]([CH2:3][OH:2])([CH2:20][CH2:21][CH3:22])[CH2:11][CH2:10]2)=[O:14])([CH3:18])([CH3:19])[CH3:17]. The yield is 0.190. (6) The reactants are [Cl:1][C:2]1[CH:10]=[C:9]2[C:5]([CH:6]=[CH:7][NH:8]2)=[CH:4][C:3]=1B1OCC(C)(C)CO1.[C:19](=O)([O-])[O-:20].[K+].[K+].Br[C:26]1[CH:31]=[CH:30][C:29]([C:32]2([CH2:36][OH:37])[CH2:35][CH2:34][CH2:33]2)=[CH:28][CH:27]=1. The catalyst is O1CCOCC1.CN(C=O)C.C1C=CC(P(C2C=CC=CC=2)[C-]2C=CC=C2)=CC=1.C1C=CC(P(C2C=CC=CC=2)[C-]2C=CC=C2)=CC=1.Cl[Pd]Cl.[Fe+2]. The product is [Cl:1][C:2]1[CH:10]=[C:9]2[C:5]([C:6]([CH:19]=[O:20])=[CH:7][NH:8]2)=[CH:4][C:3]=1[C:26]1[CH:31]=[CH:30][C:29]([C:32]2([CH2:36][OH:37])[CH2:35][CH2:34][CH2:33]2)=[CH:28][CH:27]=1. The yield is 0.680.